From a dataset of Catalyst prediction with 721,799 reactions and 888 catalyst types from USPTO. Predict which catalyst facilitates the given reaction. (1) Reactant: [CH2:1]([S:8]([NH:11][C:12]([CH:14]1[CH2:19][CH2:18][N:17]([C:20]2[C:30]([C:31]#[N:32])=[CH:29][C:23]([C:24]([O:26]CC)=[O:25])=[C:22]([CH2:33][N:34]3[CH2:38][CH2:37][CH2:36][C:35]3=[O:39])[N:21]=2)[CH2:16][CH2:15]1)=[O:13])(=[O:10])=[O:9])[C:2]1[CH:7]=[CH:6][CH:5]=[CH:4][CH:3]=1.CC(O)C.[OH-].[Na+].C(O)(=O)C. Product: [CH2:1]([S:8]([NH:11][C:12]([CH:14]1[CH2:19][CH2:18][N:17]([C:20]2[C:30]([C:31]#[N:32])=[CH:29][C:23]([C:24]([OH:26])=[O:25])=[C:22]([CH2:33][N:34]3[CH2:38][CH2:37][CH2:36][C:35]3=[O:39])[N:21]=2)[CH2:16][CH2:15]1)=[O:13])(=[O:9])=[O:10])[C:2]1[CH:7]=[CH:6][CH:5]=[CH:4][CH:3]=1. The catalyst class is: 6. (2) Reactant: [CH2:1]([O:3][C:4](=[O:11])[CH2:5][C:6]([CH:8]1[CH2:10][CH2:9]1)=[O:7])[CH3:2].[Cl-].[Mg+2].[Cl-].N1C=CC=CC=1.Cl.[C:22](Cl)(=[O:29])[C:23]1[CH:28]=[CH:27][N:26]=[CH:25][CH:24]=1. Product: [CH2:1]([O:3][C:4](=[O:11])[CH:5]([C:22]([C:23]1[CH:28]=[CH:27][N:26]=[CH:25][CH:24]=1)=[O:29])[C:6]([CH:8]1[CH2:10][CH2:9]1)=[O:7])[CH3:2]. The catalyst class is: 2. (3) Reactant: [Cl:1][C:2]1[CH:8]=[CH:7][CH:6]=[CH:5][C:3]=1[NH2:4].Cl.Cl[CH2:11][CH2:12][N:13]1[CH2:17][CH2:16][CH2:15][CH2:14]1. Product: [Cl:1][C:2]1[CH:8]=[CH:7][CH:6]=[CH:5][C:3]=1[NH:4][CH2:11][CH2:12][N:13]1[CH2:17][CH2:16][CH2:15][CH2:14]1. The catalyst class is: 22. (4) Reactant: [F:1][C:2]([F:18])([C:9]([F:17])([F:16])[C:10]([F:15])([F:14])[CH:11]([F:13])[F:12])[CH2:3][CH:4]([C:7]#[N:8])[C:5]#[N:6].I[CH2:20][CH2:21][CH2:22][CH3:23].C(=O)([O-])[O-].[K+].[K+].Cl. Product: [CH2:20]([C:4]([CH2:3][C:2]([F:18])([F:1])[C:9]([F:16])([F:17])[C:10]([F:14])([F:15])[CH:11]([F:13])[F:12])([C:7]#[N:8])[C:5]#[N:6])[CH2:21][CH2:22][CH3:23]. The catalyst class is: 57.